Dataset: Forward reaction prediction with 1.9M reactions from USPTO patents (1976-2016). Task: Predict the product of the given reaction. (1) Given the reactants [CH3:1][O:2][C:3]1[CH:4]=[C:5]2[C:9](=[CH:10][CH:11]=1)[C:8](=O)[CH2:7][CH2:6]2.[NH:13]1[C:21]2[C:16](=[CH:17][CH:18]=[CH:19][CH:20]=2)[CH2:15][C:14]1=[O:22].N1CCCCC1.Cl, predict the reaction product. The product is: [CH3:1][O:2][C:3]1[CH:4]=[C:5]2[C:9](=[CH:10][CH:11]=1)[C:8](=[C:15]1[C:16]3[C:21](=[CH:20][CH:19]=[CH:18][CH:17]=3)[NH:13][C:14]1=[O:22])[CH2:7][CH2:6]2. (2) Given the reactants C([Li])CCC.Br[C:7]1[CH:12]=[C:11]([CH:13]2[O:17][CH2:16][CH2:15][O:14]2)[C:10]([O:18][CH3:19])=[CH:9][C:8]=1[C:20]1[CH:25]=[CH:24][C:23]([F:26])=[CH:22][CH:21]=1.[C:27]1(=[O:31])[CH2:30][CH2:29][CH2:28]1.C(=O)([O-])O.[Na+], predict the reaction product. The product is: [O:14]1[CH2:15][CH2:16][O:17][CH:13]1[C:11]1[C:10]([O:18][CH3:19])=[CH:9][C:8]([C:20]2[CH:25]=[CH:24][C:23]([F:26])=[CH:22][CH:21]=2)=[C:7]([C:27]2([OH:31])[CH2:30][CH2:29][CH2:28]2)[CH:12]=1. (3) Given the reactants [CH:1]([C:4]1[CH:9]=[CH:8][CH:7]=[CH:6][C:5]=1[Mg]Br)([CH3:3])[CH3:2].[Mg].[C:13](/[C:15](=[CH:21]\[C:22]1[C:31]2[C:26](=[CH:27][CH:28]=[CH:29][CH:30]=2)[CH:25]=[CH:24][CH:23]=1)/[C:16]([O:18][CH2:19][CH3:20])=[O:17])#[N:14], predict the reaction product. The product is: [C:13]([CH:15]([CH:21]([C:5]1[CH:6]=[CH:7][CH:8]=[CH:9][C:4]=1[CH:1]([CH3:3])[CH3:2])[C:22]1[C:31]2[C:26](=[CH:27][CH:28]=[CH:29][CH:30]=2)[CH:25]=[CH:24][CH:23]=1)[C:16]([O:18][CH2:19][CH3:20])=[O:17])#[N:14]. (4) Given the reactants [NH2:1][C:2]1[CH:3]=[C:4]([CH:7]=[C:8]([CH3:10])[CH:9]=1)[C:5]#[N:6].Br.Br[CH:13]([C:15]1[CH:16]=[C:17]([C:32]([N:34]([CH3:36])[CH3:35])=[O:33])[CH:18]=[C:19]2[C:24]=1[O:23][C:22]([N:25]1[CH2:30][CH2:29][O:28][CH2:27][CH2:26]1)=[CH:21][C:20]2=[O:31])[CH3:14], predict the reaction product. The product is: [C:5]([C:4]1[CH:3]=[C:2]([NH:1][CH:13]([C:15]2[CH:16]=[C:17]([C:32]([N:34]([CH3:36])[CH3:35])=[O:33])[CH:18]=[C:19]3[C:24]=2[O:23][C:22]([N:25]2[CH2:30][CH2:29][O:28][CH2:27][CH2:26]2)=[CH:21][C:20]3=[O:31])[CH3:14])[CH:9]=[C:8]([CH3:10])[CH:7]=1)#[N:6]. (5) Given the reactants Br[CH2:2][CH2:3][CH2:4][CH2:5][C:6]([CH3:13])([CH3:12])[C:7]([O:9][CH2:10][CH3:11])=[O:8].[C:14]1(=[O:24])[NH:18][C:17](=[O:19])[C:16]2=[CH:20][CH:21]=[CH:22][CH:23]=[C:15]12.[K], predict the reaction product. The product is: [CH2:10]([O:9][C:7](=[O:8])[C:6]([CH3:13])([CH3:12])[CH2:5][CH2:4][CH2:3][CH2:2][N:18]1[C:17](=[O:19])[C:16]2=[CH:20][CH:21]=[CH:22][CH:23]=[C:15]2[C:14]1=[O:24])[CH3:11]. (6) The product is: [CH3:32][C:26]1([C:23]2[CH:24]=[CH:25][C:20]([B:1]3[O:3][C:10]([CH3:12])([CH3:11])[C:7]([CH3:9])([CH3:8])[O:2]3)=[CH:21][CH:22]=2)[CH2:29][S:28](=[O:31])(=[O:30])[CH2:27]1. Given the reactants [BH:1]([O:3]BO)[OH:2].O[C:7]([C:10](O)([CH3:12])[CH3:11])([CH3:9])[CH3:8].C([O-])(=O)C.[K+].Br[C:20]1[CH:25]=[CH:24][C:23]([C:26]2([CH3:32])[CH2:29][S:28](=[O:31])(=[O:30])[CH2:27]2)=[CH:22][CH:21]=1, predict the reaction product. (7) Given the reactants [C:1](Cl)(=[O:11])[CH2:2][CH2:3][CH2:4][CH2:5][CH2:6][CH2:7][CH2:8][CH2:9][CH3:10].[Cl:13][C:14]1[CH:40]=[CH:39][C:17]([CH2:18][O:19][C:20]2[CH:21]=[C:22]([CH:36]=[CH:37][CH:38]=2)[C:23]([NH:25][C:26]2[CH:31]=[CH:30][CH:29]=[CH:28][C:27]=2[S:32](=[O:35])(=[O:34])[NH2:33])=[O:24])=[CH:16][CH:15]=1, predict the reaction product. The product is: [Cl:13][C:14]1[CH:15]=[CH:16][C:17]([CH2:18][O:19][C:20]2[CH:21]=[C:22]([CH:36]=[CH:37][CH:38]=2)[C:23]([NH:25][C:26]2[CH:31]=[CH:30][CH:29]=[CH:28][C:27]=2[S:32]([NH:33][C:1](=[O:11])[CH2:2][CH2:3][CH2:4][CH2:5][CH2:6][CH2:7][CH2:8][CH2:9][CH3:10])(=[O:34])=[O:35])=[O:24])=[CH:39][CH:40]=1.